From a dataset of Full USPTO retrosynthesis dataset with 1.9M reactions from patents (1976-2016). Predict the reactants needed to synthesize the given product. (1) Given the product [CH3:33][C:34]1[CH:35]=[C:36]([CH:39]=[CH:40][CH:41]=1)[CH2:37][NH:38][C:28]([C:23]1[CH:24]=[N:25][C:26]2[C:21]([CH:22]=1)=[CH:20][CH:19]=[C:18]([NH:17][C:15]([C:10]1[C:9]([C:6]3[CH:5]=[CH:4][C:3]([C:2]([F:32])([F:1])[F:31])=[CH:8][CH:7]=3)=[CH:14][CH:13]=[CH:12][CH:11]=1)=[O:16])[CH:27]=2)=[O:29], predict the reactants needed to synthesize it. The reactants are: [F:1][C:2]([F:32])([F:31])[C:3]1[CH:8]=[CH:7][C:6]([C:9]2[C:10]([C:15]([NH:17][C:18]3[CH:27]=[C:26]4[C:21]([CH:22]=[C:23]([C:28](O)=[O:29])[CH:24]=[N:25]4)=[CH:20][CH:19]=3)=[O:16])=[CH:11][CH:12]=[CH:13][CH:14]=2)=[CH:5][CH:4]=1.[CH3:33][C:34]1[CH:35]=[C:36]([CH:39]=[CH:40][CH:41]=1)[CH2:37][NH2:38].Cl.CN(C)CCCN=C=NCC.ON1C2C=CC=CC=2N=N1.C(N(CC)CC)C. (2) Given the product [CH3:14][C:13]([C:17]1[CH:22]=[CH:21][C:20]([S:23]([NH:26][C:27]2[C:32]([O:33][C:34]3[CH:39]=[CH:38][CH:37]=[CH:36][C:35]=3[O:40][CH3:41])=[C:31]([O:3][CH2:2][CH2:1][OH:4])[N:30]=[C:29]([C:43]3[N:48]=[CH:47][CH:46]=[CH:45][N:44]=3)[N:28]=2)(=[O:25])=[O:24])=[CH:19][CH:18]=1)([CH3:16])[CH3:15], predict the reactants needed to synthesize it. The reactants are: [C:1]([O-])(=[O:4])[CH2:2][OH:3].C=C.[Na+].C(O)CO.[C:13]([C:17]1[CH:22]=[CH:21][C:20]([S:23]([NH:26][C:27]2[C:32]([O:33][C:34]3[CH:39]=[CH:38][CH:37]=[CH:36][C:35]=3[O:40][CH3:41])=[C:31](Cl)[N:30]=[C:29]([C:43]3[N:48]=[CH:47][CH:46]=[CH:45][N:44]=3)[N:28]=2)(=[O:25])=[O:24])=[CH:19][CH:18]=1)([CH3:16])([CH3:15])[CH3:14].